This data is from Catalyst prediction with 721,799 reactions and 888 catalyst types from USPTO. The task is: Predict which catalyst facilitates the given reaction. (1) Reactant: [CH2:1]([OH:8])[C:2]1[CH:7]=[CH:6][CH:5]=[CH:4][CH:3]=1.[H-].[Na+].Cl[C:12]1[N:17]=[CH:16][C:15]([C:18]2[N:23]3[N:24]=[C:25]([NH:27][C:28]([CH:30]4[CH2:32][CH2:31]4)=[O:29])[N:26]=[C:22]3[CH:21]=[CH:20][CH:19]=2)=[CH:14][CH:13]=1. Product: [CH2:1]([O:8][C:12]1[N:17]=[CH:16][C:15]([C:18]2[N:23]3[N:24]=[C:25]([NH:27][C:28]([CH:30]4[CH2:31][CH2:32]4)=[O:29])[N:26]=[C:22]3[CH:21]=[CH:20][CH:19]=2)=[CH:14][CH:13]=1)[C:2]1[CH:7]=[CH:6][CH:5]=[CH:4][CH:3]=1. The catalyst class is: 1. (2) Reactant: [CH3:1][C:2]1[CH:11]=[C:10]2[C:5]([CH:6]=[CH:7][C:8](=[O:12])[O:9]2)=[CH:4][CH:3]=1.[Br:13]N1C(=O)CCC1=O. Product: [Br:13][CH2:1][C:2]1[CH:11]=[C:10]2[C:5]([CH:6]=[CH:7][C:8](=[O:12])[O:9]2)=[CH:4][CH:3]=1. The catalyst class is: 10.